From a dataset of CYP3A4 inhibition data for predicting drug metabolism from PubChem BioAssay. Regression/Classification. Given a drug SMILES string, predict its absorption, distribution, metabolism, or excretion properties. Task type varies by dataset: regression for continuous measurements (e.g., permeability, clearance, half-life) or binary classification for categorical outcomes (e.g., BBB penetration, CYP inhibition). Dataset: cyp3a4_veith. (1) The drug is COc1ccc(COC(=O)N/N=C2/C[C@@H](O)[C@@H](O)[C@@H]3[C@@H]4C(=O)N(C[C@@H]5CCCO5)C(=O)[C@H]4CC[C@@H]23)cc1. The result is 0 (non-inhibitor). (2) The drug is CC(=O)C[C@H](O)[C@@H](NC(=O)OC(C)(C)C)C(C)C. The result is 0 (non-inhibitor). (3) The molecule is Cc1cc(NC(=S)Nc2ccccc2)ccc1Br. The result is 1 (inhibitor). (4) The compound is C[C@](N)(CCP(=O)(O)O)C(=O)O. The result is 0 (non-inhibitor). (5) The molecule is COc1ccc(C(=O)NC(C)c2cc(OC)c(OC)cc2Br)cc1. The result is 1 (inhibitor). (6) The compound is CN[C@@H]1[C@H](O[C@@H]2O[C@H](CO)[C@@H](N)[C@H](O)[C@@H]2O)O[C@H]2C[C@@H](N)[C@@H](O[C@@H]3[C@@H](N)C[C@@H](N)[C@@H](O)[C@@H]3O)O[C@H]2[C@H]1O. The result is 0 (non-inhibitor). (7) The result is 1 (inhibitor). The drug is Cc1ccc(S(=O)(=O)n2c3ccccc3c3nnc(C(=O)c4ccccc4)nc32)cc1. (8) The molecule is COC(=O)[C@@]1(Cc2ccc(F)cc2)[C@H]2[C@H](CC(=O)C(=O)N3CCCC3)C(=O)C[C@H]2CN1C(=O)c1ccccc1. The result is 1 (inhibitor).